This data is from Forward reaction prediction with 1.9M reactions from USPTO patents (1976-2016). The task is: Predict the product of the given reaction. (1) Given the reactants [F:1][C:2]([F:18])([F:17])[CH2:3][CH:4]([NH:6][CH2:7][C:8]1[CH:13]=[CH:12][CH:11]=[C:10]([N+:14]([O-:16])=[O:15])[CH:9]=1)[CH3:5].[C:19](O[C:19]([O:21][C:22]([CH3:25])([CH3:24])[CH3:23])=[O:20])([O:21][C:22]([CH3:25])([CH3:24])[CH3:23])=[O:20].C(N(CC)CC)C, predict the reaction product. The product is: [C:22]([O:21][C:19](=[O:20])[N:6]([CH:4]([CH3:5])[CH2:3][C:2]([F:17])([F:18])[F:1])[CH2:7][C:8]1[CH:13]=[CH:12][CH:11]=[C:10]([N+:14]([O-:16])=[O:15])[CH:9]=1)([CH3:25])([CH3:24])[CH3:23]. (2) The product is: [Cl:12][C:13]1[CH:14]=[C:15]([C:20]2([C:33]([F:35])([F:34])[F:36])[O:24][N:23]=[C:22]([C:25]3[CH:30]=[CH:29][C:28]([N:7]4[CH:11]=[CH:10][CH:9]=[N:8]4)=[C:27]([CH3:32])[CH:26]=3)[CH2:21]2)[CH:16]=[C:17]([Cl:19])[CH:18]=1. Given the reactants C(=O)([O-])[O-].[K+].[K+].[NH:7]1[CH:11]=[CH:10][CH:9]=[N:8]1.[Cl:12][C:13]1[CH:14]=[C:15]([C:20]2([C:33]([F:36])([F:35])[F:34])[O:24][N:23]=[C:22]([C:25]3[CH:30]=[CH:29][C:28](F)=[C:27]([CH3:32])[CH:26]=3)[CH2:21]2)[CH:16]=[C:17]([Cl:19])[CH:18]=1, predict the reaction product. (3) Given the reactants [ClH:1].[NH:2]1[CH:6]=[C:5]([CH2:7][CH2:8][O:9][C:10]2[CH:11]=[C:12]3[C:17](=[CH:18][CH:19]=2)[C:16](=[O:20])[CH2:15][CH2:14][CH2:13]3)[N:4]=[CH:3]1.[CH:21]1[C:26]([CH:27]=O)=[CH:25][CH:24]=[C:23]([C:29]([NH2:31])=[O:30])[CH:22]=1, predict the reaction product. The product is: [ClH:1].[NH:2]1[CH:6]=[C:5]([CH2:7][CH2:8][O:9][C:10]2[CH:11]=[C:12]3[C:17](=[CH:18][CH:19]=2)[C:16](=[O:20])[C:15](=[CH:27][C:26]2[CH:25]=[CH:24][C:23]([C:29]([NH2:31])=[O:30])=[CH:22][CH:21]=2)[CH2:14][CH2:13]3)[N:4]=[CH:3]1. (4) Given the reactants [Cl:1][C:2]1[N:7]=[C:6](Cl)[C:5]([Cl:9])=[C:4]([Cl:10])[N:3]=1.C1(P(C2C=CC=CC=2)C2C=CC=CC=2)C=CC=CC=1.[Cl:30][C:31]1[CH:32]=[CH:33][C:34]([O:40][CH3:41])=[C:35](B(O)O)[CH:36]=1.P([O-])([O-])([O-])=O.[K+].[K+].[K+], predict the reaction product. The product is: [Cl:1][C:2]1[N:3]=[C:4]([Cl:10])[C:5]([Cl:9])=[C:6]([C:33]2[CH:32]=[C:31]([Cl:30])[CH:36]=[CH:35][C:34]=2[O:40][CH3:41])[N:7]=1. (5) Given the reactants Cl[C:2]1[N:11]=[CH:10][C:9]2[N:8]3[CH:12]=[N:13][C:14]([C:15]([O:17][CH2:18][CH3:19])=[O:16])=[C:7]3[C@@H:6]([CH2:20][CH3:21])[N:5]([CH:22]3[CH2:26][CH2:25][CH2:24][CH2:23]3)[C:4]=2[N:3]=1.[NH2:27][C:28]1[CH:36]=[CH:35][C:31]([C:32]([OH:34])=[O:33])=[CH:30][C:29]=1[O:37][CH3:38], predict the reaction product. The product is: [CH:22]1([N:5]2[C:4]3[N:3]=[C:2]([NH:27][C:28]4[CH:36]=[CH:35][C:31]([C:32]([OH:34])=[O:33])=[CH:30][C:29]=4[O:37][CH3:38])[N:11]=[CH:10][C:9]=3[N:8]3[CH:12]=[N:13][C:14]([C:15]([O:17][CH2:18][CH3:19])=[O:16])=[C:7]3[C@H:6]2[CH2:20][CH3:21])[CH2:26][CH2:25][CH2:24][CH2:23]1. (6) Given the reactants [NH2:1][C@H:2]1[CH2:6][CH2:5][C@H:4]([NH:7][C:8](=[O:14])[O:9][C:10]([CH3:13])([CH3:12])[CH3:11])[CH2:3]1.FC(F)(C1C=CC(C)=CC=1)[C:17]([O:19][CH2:20]C)=[O:18].CCOCC.[CH3:35][CH2:36][CH2:37][CH2:38][CH2:39][CH3:40], predict the reaction product. The product is: [C@H:2]1([NH:1][C:17](=[O:18])[O:19][CH2:20][C:37]2[CH:36]=[CH:35][CH:40]=[CH:39][CH:38]=2)[CH2:6][CH2:5][C@H:4]([NH:7][C:8](=[O:14])[O:9][C:10]([CH3:11])([CH3:13])[CH3:12])[CH2:3]1.